From a dataset of Catalyst prediction with 721,799 reactions and 888 catalyst types from USPTO. Predict which catalyst facilitates the given reaction. Reactant: [CH2:1]([N:3]1[CH:7]=[C:6]([C:8]2[N:9]=[C:10]3[C:15]([NH:16][C@H:17]4[C@@H:21]([CH2:22][CH3:23])[CH2:20][NH:19][CH2:18]4)=[C:14]([C:24]([NH2:26])=[O:25])[CH:13]=[N:12][N:11]3[CH:27]=2)[CH:5]=[N:4]1)[CH3:2].C(O)(C(F)(F)F)=O.[C:35](C1(C(O)=O)CC1)#[N:36].CN(C(ON1N=N[C:53]2[CH:54]=[CH:55][CH:56]=[N:57][C:52]1=2)=[N+](C)C)C.F[P-](F)(F)(F)(F)F.CCN(C(C)C)C(C)C. Product: [C:35]([C:53]1[CH:54]=[CH:55][C:56]([N:19]2[CH2:20][C@H:21]([CH2:22][CH3:23])[C@H:17]([NH:16][C:15]3[C:10]4[N:11]([CH:27]=[C:8]([C:6]5[CH:5]=[N:4][N:3]([CH2:1][CH3:2])[CH:7]=5)[N:9]=4)[N:12]=[CH:13][C:14]=3[C:24]([NH2:26])=[O:25])[CH2:18]2)=[N:57][CH:52]=1)#[N:36]. The catalyst class is: 3.